Dataset: Forward reaction prediction with 1.9M reactions from USPTO patents (1976-2016). Task: Predict the product of the given reaction. (1) Given the reactants [OH:1][CH2:2][CH2:3][CH2:4][C:5]#[CH:6].N1C=CN=C1.[Si:12](Cl)([C:15]([CH3:18])([CH3:17])[CH3:16])([CH3:14])[CH3:13].Cl(O)(=O)(=O)=O, predict the reaction product. The product is: [Si:12]([O:1][CH2:2][CH2:3][CH2:4][C:5]#[CH:6])([C:15]([CH3:18])([CH3:17])[CH3:16])([CH3:14])[CH3:13]. (2) Given the reactants [CH3:1][O:2][CH:3]=[CH:4][C:5]1[CH:6]=[C:7]2[C:11](=[CH:12][CH:13]=1)[C:10](=[O:14])[O:9][CH2:8]2.[CH3:15][OH:16], predict the reaction product. The product is: [CH3:1][O:2][CH:3]([O:16][CH3:15])[CH2:4][C:5]1[CH:6]=[C:7]2[C:11](=[CH:12][CH:13]=1)[C:10](=[O:14])[O:9][CH2:8]2. (3) Given the reactants [NH2:1][C:2]1[CH:17]=[C:16]([O:18][CH3:19])[C:15]([O:20][CH3:21])=[CH:14][C:3]=1[C:4]([NH:6][C:7]1[CH:12]=[CH:11][CH:10]=[CH:9][C:8]=1[Cl:13])=[O:5].[Cl:22][CH2:23][C:24](Cl)=O, predict the reaction product. The product is: [Cl:22][CH2:23][C:24]1[N:6]([C:7]2[CH:12]=[CH:11][CH:10]=[CH:9][C:8]=2[Cl:13])[C:4](=[O:5])[C:3]2[C:2](=[CH:17][C:16]([O:18][CH3:19])=[C:15]([O:20][CH3:21])[CH:14]=2)[N:1]=1. (4) Given the reactants [Br:1][C:2]1[CH:11]=[CH:10][CH:9]=[C:8]2[C:3]=1[CH:4]=[C:5]([CH3:30])[C:6]([CH:19]([O:25][C:26]([CH3:29])([CH3:28])[CH3:27])[C:20]([O:22]CC)=[O:21])=[C:7]2[C:12]1[CH:17]=[CH:16][C:15]([Cl:18])=[CH:14][CH:13]=1.[OH-].[Li+], predict the reaction product. The product is: [Br:1][C:2]1[CH:11]=[CH:10][CH:9]=[C:8]2[C:3]=1[CH:4]=[C:5]([CH3:30])[C:6]([CH:19]([O:25][C:26]([CH3:28])([CH3:27])[CH3:29])[C:20]([OH:22])=[O:21])=[C:7]2[C:12]1[CH:13]=[CH:14][C:15]([Cl:18])=[CH:16][CH:17]=1. (5) The product is: [CH3:1][O:2][C:3]1[CH:8]=[CH:7][CH:6]=[CH:5][C:4]=1[C:9]1[CH:14]=[CH:13][CH:12]=[C:11]([C:15]([N:17]([CH3:44])[C:18]2[CH:19]=[CH:20][C:21]([C:24]3[N:28]=[CH:27][N:26]([C:29]4[CH:34]=[CH:33][C:32]([O:35][C:36]([F:39])([F:37])[F:38])=[CH:31][CH:30]=4)[N:25]=3)=[CH:22][CH:23]=2)=[O:16])[CH:10]=1. Given the reactants [CH3:1][O:2][C:3]1[CH:8]=[CH:7][CH:6]=[CH:5][C:4]=1[C:9]1[CH:14]=[CH:13][CH:12]=[C:11]([C:15]([NH:17][C:18]2[CH:23]=[CH:22][C:21]([C:24]3[N:28]=[CH:27][N:26]([C:29]4[CH:34]=[CH:33][C:32]([O:35][C:36]([F:39])([F:38])[F:37])=[CH:31][CH:30]=4)[N:25]=3)=[CH:20][CH:19]=2)=[O:16])[CH:10]=1.[H-].[Na+].CI.[C:44](=O)(O)[O-].[Na+], predict the reaction product.